Dataset: Catalyst prediction with 721,799 reactions and 888 catalyst types from USPTO. Task: Predict which catalyst facilitates the given reaction. (1) Product: [Br:27][C:28]1[CH:29]=[N:30][C:31]([N:23]2[CH2:24][CH2:25][CH:20]([O:19][C:16]3[CH:17]=[CH:18][N:13]([C:4]4[CH:5]=[CH:6][C:7]([S:9]([CH3:12])(=[O:11])=[O:10])=[CH:8][C:3]=4[F:2])[C:14](=[O:26])[CH:15]=3)[CH2:21][CH2:22]2)=[N:32][CH:33]=1. The catalyst class is: 31. Reactant: Cl.[F:2][C:3]1[CH:8]=[C:7]([S:9]([CH3:12])(=[O:11])=[O:10])[CH:6]=[CH:5][C:4]=1[N:13]1[CH:18]=[CH:17][C:16]([O:19][CH:20]2[CH2:25][CH2:24][NH:23][CH2:22][CH2:21]2)=[CH:15][C:14]1=[O:26].[Br:27][C:28]1[CH:29]=[N:30][C:31](Cl)=[N:32][CH:33]=1.C(=O)([O-])[O-].[Cs+].[Cs+]. (2) Reactant: C(Cl)(C(Cl)=O)=O.[CH:7]([CH:10]1[CH2:15][CH2:14][CH:13]([CH3:16])[CH2:12][CH:11]1[N:17]1[C:21](=[O:22])[CH2:20][CH:19]([C:23]([OH:25])=O)[CH2:18]1)([CH3:9])[CH3:8].CCN(C(C)C)C(C)C.[NH:35]1[CH2:40][CH2:39][CH2:38][CH2:37][CH2:36]1.Cl. Product: [CH:7]([CH:10]1[CH2:15][CH2:14][CH:13]([CH3:16])[CH2:12][CH:11]1[N:17]1[CH2:18][CH:19]([C:23]([N:35]2[CH2:40][CH2:39][CH2:38][CH2:37][CH2:36]2)=[O:25])[CH2:20][C:21]1=[O:22])([CH3:8])[CH3:9]. The catalyst class is: 59. (3) Reactant: [F:1][C:2]([F:19])([F:18])[C:3]1[N:7]=[C:6]([C:8]2[C:16]3[CH2:15][CH2:14][O:13][CH2:12][C:11]=3[S:10][C:9]=2[NH2:17])[O:5][N:4]=1.[C@@H:20]12[C:29](=[O:30])[O:28][C:26](=[O:27])[C@@H:21]1[CH2:22][CH2:23][CH2:24][CH2:25]2. Product: [F:19][C:2]([F:1])([F:18])[C:3]1[N:7]=[C:6]([C:8]2[C:16]3[CH2:15][CH2:14][O:13][CH2:12][C:11]=3[S:10][C:9]=2[NH:17][C:29]([CH:20]2[CH2:25][CH2:24][CH2:23][CH2:22][CH:21]2[C:26]([OH:28])=[O:27])=[O:30])[O:5][N:4]=1. The catalyst class is: 237. (4) Reactant: C[Si](C=[N+]=[N-])(C)C.[Si:8]([O:25][C@H:26]1[CH2:30][CH2:29][N:28]([C:31]([O:33][C:34]([CH3:37])([CH3:36])[CH3:35])=[O:32])[C@@H:27]1[C:38](OC)=[O:39])([C:21]([CH3:24])([CH3:23])[CH3:22])([C:15]1[CH:20]=[CH:19][CH:18]=[CH:17][CH:16]=1)[C:9]1[CH:14]=[CH:13][CH:12]=[CH:11][CH:10]=1.CO. Product: [Si:8]([O:25][C@H:26]1[CH2:30][CH2:29][N:28]([C:31]([O:33][C:34]([CH3:37])([CH3:36])[CH3:35])=[O:32])[C@@H:27]1[CH2:38][OH:39])([C:21]([CH3:23])([CH3:24])[CH3:22])([C:15]1[CH:16]=[CH:17][CH:18]=[CH:19][CH:20]=1)[C:9]1[CH:10]=[CH:11][CH:12]=[CH:13][CH:14]=1. The catalyst class is: 81. (5) Reactant: [CH3:1][N:2]([CH3:8])[CH2:3][CH:4]([OH:7])[CH2:5][OH:6].[C:9]([OH:26])(=O)[CH2:10][CH2:11][CH2:12][CH2:13][CH2:14][CH2:15][CH2:16]/[CH:17]=[CH:18]\[CH2:19][CH2:20][CH2:21][CH2:22][CH2:23][CH3:24].CC[N+]([CH2:32][CH2:33][CH2:34]N(C)C)=C=N. Product: [C:9]([O:6][CH2:5][CH:4]([O:7][C:9](=[O:26])[CH2:10][CH2:11][CH2:12][CH2:13][CH2:14][CH2:15][CH2:16]/[CH:17]=[CH:18]\[CH2:19][CH2:20][CH2:21][CH2:22][CH2:23][CH3:24])[CH2:3][N:2]([CH3:8])[CH3:1])(=[O:26])[CH2:10][CH2:11][CH2:12][CH2:13][CH2:14][CH2:15][CH2:16]/[CH:17]=[CH:18]\[CH2:19][CH2:20][CH2:21][CH2:34][CH2:33][CH3:32]. The catalyst class is: 4. (6) Reactant: [Br:1][CH2:2][CH2:3][N:4]1[C:8]([CH2:9]O)=[CH:7][C:6]([N+:11]([O-:13])=[O:12])=[N:5]1.O=S(Cl)[Cl:16]. Product: [Br:1][CH2:2][CH2:3][N:4]1[C:8]([CH2:9][Cl:16])=[CH:7][C:6]([N+:11]([O-:13])=[O:12])=[N:5]1. The catalyst class is: 22. (7) Reactant: Cl[C:2]1[N:3]=[N:4][C:5](Cl)=[N:6][N:7]=1.[Na].[NH2:10][C:11]1[NH:15][N:14]=[N:13][N:12]=1. Product: [NH:12]1[C:11]([NH:10][C:2]2[N:3]=[N:4][C:5]([NH:10][C:11]3[NH:15][N:14]=[N:13][N:12]=3)=[N:6][N:7]=2)=[N:15][N:14]=[N:13]1. The catalyst class is: 10. (8) Reactant: [NH2:1][C:2]1[CH:7]=[CH:6][CH:5]=[CH:4][CH:3]=1.C([O-])([O-])=O.[Cs+].[Cs+].Cl[C:15]1[N:20]=[CH:19][N:18]=[C:17]([NH:21][C:22]2[CH:27]=[CH:26][CH:25]=[C:24]([NH2:28])[N:23]=2)[CH:16]=1. Product: [NH2:28][C:24]1[N:23]=[C:22]([NH:21][C:17]2[CH:16]=[C:15]([NH:1][C:2]3[CH:7]=[CH:6][CH:5]=[CH:4][CH:3]=3)[N:20]=[CH:19][N:18]=2)[CH:27]=[CH:26][CH:25]=1. The catalyst class is: 3. (9) Reactant: [NH2:1][C:2]1[CH:31]=[CH:30][C:5]([C:6]([N:8]2[CH2:13][CH2:12][N:11]([CH2:14][C:15]3[CH:16]=[C:17]([CH:25]=[CH:26][CH:27]=3)[C:18]([NH:20][C:21]([CH3:24])([CH3:23])[CH3:22])=[O:19])[CH:10]([CH2:28][F:29])[CH2:9]2)=[O:7])=[CH:4][C:3]=1[F:32].Cl[C:34](OC1C=CC([N+]([O-])=O)=CC=1)=[O:35].[CH:46]1([CH2:49][NH2:50])[CH2:48][CH2:47]1. Product: [C:21]([NH:20][C:18](=[O:19])[C:17]1[CH:25]=[CH:26][CH:27]=[C:15]([CH2:14][N:11]2[CH2:12][CH2:13][N:8]([C:6](=[O:7])[C:5]3[CH:30]=[CH:31][C:2]([NH:1][C:34]([NH:50][CH2:49][CH:46]4[CH2:48][CH2:47]4)=[O:35])=[C:3]([F:32])[CH:4]=3)[CH2:9][CH:10]2[CH2:28][F:29])[CH:16]=1)([CH3:24])([CH3:23])[CH3:22]. The catalyst class is: 4. (10) Reactant: [Cl:1][C:2]1[C:3]([NH:24][C@@H:25]2[CH2:30][CH2:29][CH2:28][CH2:27][C@H:26]2[NH:31]C(=O)C(F)(F)F)=[N:4][C:5]([NH:8][C:9]2[CH:23]=[CH:22][C:12]3[CH2:13][CH2:14][N:15]([CH2:18][CH2:19][O:20][CH3:21])[CH2:16][CH2:17][C:11]=3[CH:10]=2)=[N:6][CH:7]=1.[OH-].[K+]. Product: [NH2:31][C@@H:26]1[CH2:27][CH2:28][CH2:29][CH2:30][C@H:25]1[NH:24][C:3]1[C:2]([Cl:1])=[CH:7][N:6]=[C:5]([NH:8][C:9]2[CH:23]=[CH:22][C:12]3[CH2:13][CH2:14][N:15]([CH2:18][CH2:19][O:20][CH3:21])[CH2:16][CH2:17][C:11]=3[CH:10]=2)[N:4]=1. The catalyst class is: 24.